From a dataset of Forward reaction prediction with 1.9M reactions from USPTO patents (1976-2016). Predict the product of the given reaction. (1) Given the reactants [C:1]([O:5][C:6]([N:8]1[CH2:12][CH2:11][CH2:10][C@H:9]1[CH2:13][O:14][C:15]1[CH:25]=[CH:24][C:18]([C:19]([O:21]CC)=[O:20])=[CH:17][CH:16]=1)=[O:7])([CH3:4])([CH3:3])[CH3:2].[OH-].[Na+], predict the reaction product. The product is: [C:1]([O:5][C:6]([N:8]1[CH2:12][CH2:11][CH2:10][C@H:9]1[CH2:13][O:14][C:15]1[CH:16]=[CH:17][C:18]([C:19]([OH:21])=[O:20])=[CH:24][CH:25]=1)=[O:7])([CH3:4])([CH3:2])[CH3:3]. (2) The product is: [CH2:2]([CH:1]1[C:3]2([CH2:4][CH2:5][CH2:6][CH2:7][CH2:8][CH2:9][CH:10]2[OH:11])[CH2:17]1)[CH2:12][CH2:13][CH2:14][CH3:15]. Given the reactants [CH:1]([C:3]12[O:11][CH:10]1[CH2:9][CH2:8][CH2:7][CH2:6][CH2:5][CH2:4]2)=[CH2:2].[CH2:12]([Li])[CH2:13][CH2:14][CH3:15].[CH3:17]CCCCC.BrCBr.C([Mg]Cl)CCC, predict the reaction product.